This data is from Forward reaction prediction with 1.9M reactions from USPTO patents (1976-2016). The task is: Predict the product of the given reaction. (1) Given the reactants [NH2:1][CH:2]1[CH2:11][C:10]2[C:9]([C:12]([NH2:14])=[O:13])=[CH:8][CH:7]=[C:6]([F:15])[C:5]=2[O:4][CH2:3]1.[CH:16]1([C:19]([CH3:21])=O)[CH2:18][CH2:17]1.C(O)(=O)C.C([BH3-])#N.[Na+], predict the reaction product. The product is: [CH:16]1([CH:19]([NH:1][CH:2]2[CH2:11][C:10]3[C:9]([C:12]([NH2:14])=[O:13])=[CH:8][CH:7]=[C:6]([F:15])[C:5]=3[O:4][CH2:3]2)[CH3:21])[CH2:18][CH2:17]1. (2) Given the reactants [Br:1][C:2]1[C:3]([OH:15])=[C:4]([CH:7]=[C:8]([C:10]2[NH:14][N:13]=[N:12][N:11]=2)[CH:9]=1)[CH:5]=[O:6].C(N(C(C)C)CC)(C)C.[CH3:25][O:26][CH2:27][CH2:28][O:29][CH2:30]Cl.C(O)(=O)C[C:34](CC(O)=O)(C(O)=O)[OH:35].[C:45]([O:48][CH2:49][CH3:50])(=O)C, predict the reaction product. The product is: [Br:1][C:2]1[C:3]([O:15][CH2:34][O:35][CH2:50][CH2:49][O:48][CH3:45])=[C:4]([CH:7]=[C:8]([C:10]2[N:14]([CH2:25][O:26][CH2:27][CH2:28][O:29][CH3:30])[N:13]=[N:12][N:11]=2)[CH:9]=1)[CH:5]=[O:6]. (3) The product is: [Cl:30][C:27]1[CH:28]=[CH:29][C:24]([N:16]2[C:15]([NH:5][C:31]3[CH:36]=[CH:35][CH:34]=[CH:33][CH:32]=3)=[C:23]3[C:18]([CH:19]=[CH:20][CH:21]=[CH:22]3)=[N:17]2)=[CH:25][CH:26]=1. Given the reactants C([N:5]([C:15]1[N:16]([C:24]2[CH:29]=[CH:28][C:27]([Cl:30])=[CH:26][CH:25]=2)[N:17]=[C:18]2[C:23]=1[CH:22]=[CH:21][CH:20]=[CH:19]2)C(NC1CCCCC1)=O)CCC.[C:31]1(N)[CH:36]=[CH:35][CH:34]=[CH:33][CH:32]=1, predict the reaction product. (4) Given the reactants [CH:1]1([NH:4][C:5]([C:7]2[CH:8]=[C:9]([C:14]3[CH:19]=[CH:18][C:17]([C:20]([NH:22][NH:23][C:24](=[NH:26])[CH3:25])=O)=[CH:16][CH:15]=3)[C:10]([CH3:13])=[CH:11][CH:12]=2)=[O:6])[CH2:3][CH2:2]1, predict the reaction product. The product is: [CH:1]1([NH:4][C:5]([C:7]2[CH:8]=[C:9]([C:14]3[CH:19]=[CH:18][C:17]([C:20]4[NH:26][C:24]([CH3:25])=[N:23][N:22]=4)=[CH:16][CH:15]=3)[C:10]([CH3:13])=[CH:11][CH:12]=2)=[O:6])[CH2:3][CH2:2]1. (5) Given the reactants [Cl:1][C:2]1[CH:7]=[CH:6][CH:5]=[CH:4][C:3]=1[S:8]([C@H:11]1[CH2:15][NH:14][C@H:13]([C:16]([NH:18][C:19]2([C:22]#[N:23])[CH2:21][CH2:20]2)=[O:17])[CH2:12]1)(=[O:10])=[O:9].[CH2:24]([O:26][C:27]([N:29]1[CH2:34][CH2:33][CH:32]([N:35]2[CH2:38][CH2:37][CH:36]2[C:39]([O-])=[O:40])[CH2:31][CH2:30]1)=[O:28])[CH3:25].[Li+], predict the reaction product. The product is: [Cl:1][C:2]1[CH:7]=[CH:6][CH:5]=[CH:4][C:3]=1[S:8]([C@H:11]1[CH2:15][N:14]([C:39]([CH:36]2[CH2:37][CH2:38][N:35]2[CH:32]2[CH2:31][CH2:30][N:29]([C:27]([O:26][CH2:24][CH3:25])=[O:28])[CH2:34][CH2:33]2)=[O:40])[C@H:13]([C:16](=[O:17])[NH:18][C:19]2([C:22]#[N:23])[CH2:21][CH2:20]2)[CH2:12]1)(=[O:10])=[O:9]. (6) Given the reactants [C:1]([O:5][C:6]([N:8]1[CH2:12][C@@H:11]([N:13]([CH2:19][C:20]2[CH:25]=[C:24]([C:26]([F:29])([F:28])[F:27])[CH:23]=[C:22]([C:30]([F:33])([F:32])[F:31])[CH:21]=2)[C:14]2[N:15]=[N:16][NH:17][N:18]=2)[CH2:10][C@H:9]1[CH2:34][CH3:35])=[O:7])([CH3:4])([CH3:3])[CH3:2].CI.[C:38](=O)([O-])[O-].[K+].[K+], predict the reaction product. The product is: [C:1]([O:5][C:6]([N:8]1[CH2:12][C@@H:11]([N:13]([CH2:19][C:20]2[CH:25]=[C:24]([C:26]([F:28])([F:27])[F:29])[CH:23]=[C:22]([C:30]([F:32])([F:33])[F:31])[CH:21]=2)[C:14]2[N:15]=[N:16][N:17]([CH3:38])[N:18]=2)[CH2:10][C@H:9]1[CH2:34][CH3:35])=[O:7])([CH3:4])([CH3:3])[CH3:2]. (7) The product is: [CH2:1]([C:3]1[S:7][C:6]2[NH:8][C:9](=[S:10])[N:24]([CH2:23][CH2:22][CH2:21][N:19]3[CH:20]=[C:16]([CH3:15])[N:17]=[CH:18]3)[C:11](=[O:13])[C:5]=2[CH:4]=1)[CH3:2]. Given the reactants [CH2:1]([C:3]1[S:7][C:6]([N:8]=[C:9]=[S:10])=[C:5]([C:11]([O:13]C)=O)[CH:4]=1)[CH3:2].[CH3:15][C:16]1[N:17]=[CH:18][N:19]([CH2:21][CH2:22][CH2:23][NH2:24])[CH:20]=1, predict the reaction product. (8) Given the reactants O[CH:2]([C:10]1[CH:15]=[C:14]([CH3:16])[CH:13]=[CH:12][N:11]=1)[C:3](=[CH2:9])[C:4]([O:6][CH2:7][CH3:8])=[O:5], predict the reaction product. The product is: [CH3:16][C:14]1[CH:13]=[CH:12][N:11]2[C:10]([CH:15]=1)=[CH:2][C:3]([C:4]([O:6][CH2:7][CH3:8])=[O:5])=[CH:9]2. (9) Given the reactants [F:1][C:2]1[CH:3]=[CH:4][C:5]2[O:9][C:8]([C:10]3[C:19]([N:20]4[CH2:24][CH2:23][CH2:22][C@@H:21]4[CH2:25][O:26][CH3:27])=[N:18][C:17]4[C:12](=[CH:13][CH:14]=[C:15]([C:28]([O:30]C)=[O:29])[CH:16]=4)[N:11]=3)=[CH:7][C:6]=2[CH:32]=1.[OH-].[Na+], predict the reaction product. The product is: [F:1][C:2]1[CH:3]=[CH:4][C:5]2[O:9][C:8]([C:10]3[C:19]([N:20]4[CH2:24][CH2:23][CH2:22][C@@H:21]4[CH2:25][O:26][CH3:27])=[N:18][C:17]4[C:12](=[CH:13][CH:14]=[C:15]([C:28]([OH:30])=[O:29])[CH:16]=4)[N:11]=3)=[CH:7][C:6]=2[CH:32]=1. (10) Given the reactants [F:1][C:2]1[CH:3]=[C:4]([C:11]([CH3:22])([CH3:21])[CH2:12][C:13]([OH:20])([C:16]([F:19])([F:18])[F:17])[CH:14]=O)[C:5]2[O:9][CH2:8][CH2:7][C:6]=2[CH:10]=1.[NH2:23][C:24]1[CH:33]=[CH:32][CH:31]=[C:30]2[C:25]=1[CH:26]=[CH:27][N:28]([CH3:35])[C:29]2=[O:34].[BH4-].[Na+], predict the reaction product. The product is: [F:1][C:2]1[CH:3]=[C:4]([C:11]([CH3:22])([CH3:21])[CH2:12][C:13]([OH:20])([C:16]([F:17])([F:18])[F:19])[CH2:14][NH:23][C:24]2[CH:33]=[CH:32][CH:31]=[C:30]3[C:25]=2[CH:26]=[CH:27][N:28]([CH3:35])[C:29]3=[O:34])[C:5]2[O:9][CH2:8][CH2:7][C:6]=2[CH:10]=1.